Dataset: Choline transporter screen with 302,306 compounds. Task: Binary Classification. Given a drug SMILES string, predict its activity (active/inactive) in a high-throughput screening assay against a specified biological target. (1) The molecule is S(CC(=O)Nc1cc(c(NC(=O)CC)cc1)C)c1n(nnn1)CC. The result is 0 (inactive). (2) The molecule is S(CC(=O)N1CCCC1=O)c1n(c2c(n1)cccc2)C. The result is 0 (inactive). (3) The drug is [n+]1(CCCCCCCC)c2c(c3c(cc2)cccc3)ccc1. The result is 0 (inactive).